From a dataset of Full USPTO retrosynthesis dataset with 1.9M reactions from patents (1976-2016). Predict the reactants needed to synthesize the given product. (1) Given the product [CH3:14][O:13][C:7]1[CH:6]=[C:5]2[C:10]([C:11]([CH3:12])=[C:2]([C:21]3[CH:22]=[CH:23][C:18]([C:15]([OH:17])=[O:16])=[CH:19][CH:20]=3)[N:3]=[CH:4]2)=[CH:9][CH:8]=1, predict the reactants needed to synthesize it. The reactants are: Cl[C:2]1[N:3]=[CH:4][C:5]2[C:10]([C:11]=1[CH3:12])=[CH:9][CH:8]=[C:7]([O:13][CH3:14])[CH:6]=2.[C:15]([C:18]1[CH:23]=[CH:22][C:21](B(O)O)=[CH:20][CH:19]=1)([OH:17])=[O:16].C([O-])([O-])=O.[K+].[K+].O. (2) The reactants are: I.[Br:2][C:3]1[CH:4]=[C:5]2[C:10]([NH:11][C@H:12]3[C@@H:16]([CH3:17])[CH2:15][NH:14][CH2:13]3)=[C:9]([C:18]([NH2:20])=[O:19])[CH:8]=[N:7][N:6]2[CH:21]=1.CCN(C(C)C)C(C)C.[CH3:31][S:32](Cl)(=[O:34])=[O:33]. Given the product [Br:2][C:3]1[CH:4]=[C:5]2[C:10]([NH:11][C@H:12]3[C@@H:16]([CH3:17])[CH2:15][N:14]([S:32]([CH3:31])(=[O:34])=[O:33])[CH2:13]3)=[C:9]([C:18]([NH2:20])=[O:19])[CH:8]=[N:7][N:6]2[CH:21]=1, predict the reactants needed to synthesize it. (3) Given the product [CH2:1]([N:5]1[C:9](=[O:10])[C:8]([NH:29][C:26]2[CH:27]=[CH:28][C:23]([O:22][C:21]([F:20])([F:30])[F:31])=[CH:24][CH:25]=2)=[C:7]([C:12]2[CH:17]=[CH:16][CH:15]=[CH:14][CH:13]=2)[S:6]1(=[O:19])=[O:18])[CH2:2][CH2:3][CH3:4], predict the reactants needed to synthesize it. The reactants are: [CH2:1]([N:5]1[C:9](=[O:10])[C:8](Cl)=[C:7]([C:12]2[CH:17]=[CH:16][CH:15]=[CH:14][CH:13]=2)[S:6]1(=[O:19])=[O:18])[CH2:2][CH2:3][CH3:4].[F:20][C:21]([F:31])([F:30])[O:22][C:23]1[CH:28]=[CH:27][C:26]([NH2:29])=[CH:25][CH:24]=1. (4) Given the product [Br:1][C:2]1[CH:11]=[CH:10][C:9]2[C:4](=[CH:5][CH:6]=[C:7]([O:12][C@H:24]3[CH2:29][CH2:28][C@H:27]([C:30]([CH3:33])([CH3:32])[CH3:31])[CH2:26][CH2:25]3)[CH:8]=2)[CH:3]=1, predict the reactants needed to synthesize it. The reactants are: [Br:1][C:2]1[CH:3]=[C:4]2[C:9](=[CH:10][CH:11]=1)[CH:8]=[C:7]([OH:12])[CH:6]=[CH:5]2.C(=O)([O-])[O-].[Cs+].[Cs+].CS(O[C@H:24]1[CH2:29][CH2:28][C@H:27]([C:30]([CH3:33])([CH3:32])[CH3:31])[CH2:26][CH2:25]1)(=O)=O. (5) Given the product [Br:7][C:8]1[CH:9]=[CH:10][C:11]([CH:14]2[CH2:17][CH:16]([CH2:2][C:1]([OH:5])=[O:29])[CH2:15]2)=[CH:12][CH:13]=1, predict the reactants needed to synthesize it. The reactants are: [C:1](Cl)(=[O:5])[C:2](Cl)=O.[Br:7][C:8]1[CH:13]=[CH:12][C:11]([CH:14]2[CH2:17][CH:16](C(O)=O)[CH2:15]2)=[CH:10][CH:9]=1.[Si](C=[N+]=[N-])(C)(C)C.Cl.[O:29]1CCCC1. (6) Given the product [CH:4]([C:5]1[O:13][C:12]2[C:11]([C:14]3[CH:15]=[CH:16][C:17]([C:18]([NH:20][CH2:21][CH2:22][OH:23])=[O:19])=[CH:24][CH:25]=3)=[CH:10][N:9]=[CH:8][C:7]=2[CH:6]=1)=[O:3], predict the reactants needed to synthesize it. The reactants are: C([O:3][CH:4](OCC)[C:5]1[O:13][C:12]2[C:11]([C:14]3[CH:25]=[CH:24][C:17]([C:18]([NH:20][CH2:21][CH2:22][OH:23])=[O:19])=[CH:16][CH:15]=3)=[CH:10][N:9]=[CH:8][C:7]=2[CH:6]=1)C.Cl.C(=O)([O-])[O-].[Na+].[Na+].